Dataset: Catalyst prediction with 721,799 reactions and 888 catalyst types from USPTO. Task: Predict which catalyst facilitates the given reaction. Reactant: [CH3:1][N:2]([C:31]1[CH:36]=[CH:35][N:34]=[C:33]([C:37]2[CH:42]=[CH:41][CH:40]=[CH:39][CH:38]=2)[N:32]=1)[C:3]1[CH:8]=[CH:7][N:6]=[C:5]([NH:9][C@H:10]([CH2:24][C:25]2[CH:30]=[CH:29][CH:28]=[CH:27][CH:26]=2)[CH2:11][NH:12][C:13](=[O:23])[CH2:14][NH:15]C(=O)OC(C)(C)C)[N:4]=1.[ClH:43]. Product: [NH2:15][CH2:14][C:13]([NH:12][CH2:11][C@H:10]([NH:9][C:5]1[N:4]=[C:3]([N:2]([CH3:1])[C:31]2[CH:36]=[CH:35][N:34]=[C:33]([C:37]3[CH:42]=[CH:41][CH:40]=[CH:39][CH:38]=3)[N:32]=2)[CH:8]=[CH:7][N:6]=1)[CH2:24][C:25]1[CH:26]=[CH:27][CH:28]=[CH:29][CH:30]=1)=[O:23].[ClH:43]. The catalyst class is: 1.